This data is from Reaction yield outcomes from USPTO patents with 853,638 reactions. The task is: Predict the reaction yield, written as a fraction of the theoretical maximum amount of product (1.0 means a 100% yield; for example, 0.34 means a 34% yield). (1) The reactants are C([O:3][C:4](=[O:29])[CH2:5][NH:6][CH2:7][C:8]1[CH:17]=[CH:16][C:15]2[C:10](=[CH:11][CH:12]=[C:13]([O:18][CH:19]3[CH2:24][CH2:23][CH:22]([C:25]([CH3:28])([CH3:27])[CH3:26])[CH2:21][CH2:20]3)[CH:14]=2)[CH:9]=1)C.[OH-].[Li+].Cl. The catalyst is CO. The product is [C:25]([C@H:22]1[CH2:21][CH2:20][C@H:19]([O:18][C:13]2[CH:14]=[C:15]3[C:10](=[CH:11][CH:12]=2)[CH:9]=[C:8]([CH2:7][NH:6][CH2:5][C:4]([OH:29])=[O:3])[CH:17]=[CH:16]3)[CH2:24][CH2:23]1)([CH3:28])([CH3:26])[CH3:27]. The yield is 0.860. (2) The reactants are Br[C:2]1[C:3]([CH3:12])=[C:4]([CH:9]=[CH:10][CH:11]=1)[C:5]([O:7][CH3:8])=[O:6].C(=O)([O-])[O-].[Na+].[Na+].[CH3:19][NH:20]C. The catalyst is C(OCC)(=O)C.CC([O-])=O.CC([O-])=O.[Pd+2].[C-]#N.[C-]#N.[C-]#N.[C-]#N.[C-]#N.[C-]#N.[K+].[K+].[K+].[K+].[Fe+2]. The product is [C:19]([C:2]1[C:3]([CH3:12])=[C:4]([CH:9]=[CH:10][CH:11]=1)[C:5]([O:7][CH3:8])=[O:6])#[N:20]. The yield is 0.500. (3) The reactants are [Cl:1][C:2]1[N:7]=[CH:6][N:5]=[C:4]([NH2:8])[C:3]=1[F:9].[H-].[Na+].[Cl:12][C:13]1[CH:21]=[CH:20][CH:19]=[C:18]([Cl:22])[C:14]=1[C:15](Cl)=[O:16]. The catalyst is CN(C=O)C. The product is [Cl:12][C:13]1[CH:21]=[CH:20][CH:19]=[C:18]([Cl:22])[C:14]=1[C:15]([NH:8][C:4]1[C:3]([F:9])=[C:2]([Cl:1])[N:7]=[CH:6][N:5]=1)=[O:16]. The yield is 0.500. (4) The reactants are [Br:1][C:2]1[N:3]=[C:4]([C:9]2[CH:14]=[CH:13][C:12]([Cl:15])=[CH:11][CH:10]=2)[C:5](N)=[N:6][CH:7]=1.N(OCCC(C)C)=O.C[Si](C)(C)[Br:26].C(=O)(O)[O-].[Na+]. The catalyst is BrCBr.CCCCCCC. The product is [Br:26][C:5]1[C:4]([C:9]2[CH:14]=[CH:13][C:12]([Cl:15])=[CH:11][CH:10]=2)=[N:3][C:2]([Br:1])=[CH:7][N:6]=1. The yield is 0.790. (5) The reactants are N([O-])=O.[Na+].N[C:6]1[CH:15]=[C:14]2[C:9]([CH2:10][CH2:11][C:12](=[O:16])[NH:13]2)=[CH:8][CH:7]=1.[S:17](=[O:19])=[O:18].C(O)(=O)C.[ClH:24]. The catalyst is O.[Cu]Cl. The product is [O:16]=[C:12]1[CH2:11][CH2:10][C:9]2[C:14](=[CH:15][C:6]([S:17]([Cl:24])(=[O:19])=[O:18])=[CH:7][CH:8]=2)[NH:13]1. The yield is 0.450. (6) The catalyst is ClCCl. The product is [Br:10][C:11]1[CH:12]=[CH:13][C:14]2[C:15]3[S:24][C:23]([CH2:25][CH2:26][CH3:27])=[N:22][C:16]=3[C:6]([NH:5][C:3](=[O:4])[C:2]([Cl:9])([Cl:8])[Cl:1])=[N:18][C:19]=2[CH:20]=1. The reactants are [Cl:1][C:2]([Cl:9])([Cl:8])[C:3]([N:5]=[C:6]=O)=[O:4].[Br:10][C:11]1[CH:12]=[CH:13][C:14]2[C:15]3[S:24][C:23]([CH2:25][CH2:26][CH3:27])=[N:22][C:16]=3C=[N+:18]([O-])[C:19]=2[CH:20]=1. The yield is 1.09. (7) The reactants are [NH:1]1[C:11]2[C:6](=[CH:7][CH:8]=[CH:9][CH:10]=2)[C:4](=[O:5])[C:2]1=[O:3].[H-].[Na+].[CH2:14](Br)[C:15]1[CH:20]=[CH:19][CH:18]=[CH:17][CH:16]=1.O. The catalyst is CN(C=O)C. The product is [CH2:14]([N:1]1[C:11]2[C:6](=[CH:7][CH:8]=[CH:9][CH:10]=2)[C:4](=[O:5])[C:2]1=[O:3])[C:15]1[CH:20]=[CH:19][CH:18]=[CH:17][CH:16]=1. The yield is 0.850. (8) The reactants are C(C([N:7]1[CH2:10][CH:9]([OH:11])[CH2:8]1)=O)(C)(C)C.C(Cl)Cl.C([O:22][C:23]1[CH:42]=[CH:41][C:26]([CH2:27][C:28]2[C:38]([CH3:39])=[CH:37][C:31]([O:32][CH2:33][C:34](O)=[O:35])=[CH:30][C:29]=2[CH3:40])=[CH:25][C:24]=1[CH:43]([CH3:45])[CH3:44])C1C=CC=CC=1.C([SiH](CC)CC)C. The catalyst is CN(C1C=CN=CC=1)C.CO. The yield is 0.510. The product is [OH:22][C:23]1[CH:42]=[CH:41][C:26]([CH2:27][C:28]2[C:38]([CH3:39])=[CH:37][C:31]([O:32][CH2:33][C:34]([O:11][CH:9]3[CH2:8][NH:7][CH2:10]3)=[O:35])=[CH:30][C:29]=2[CH3:40])=[CH:25][C:24]=1[CH:43]([CH3:45])[CH3:44].